This data is from NCI-60 drug combinations with 297,098 pairs across 59 cell lines. The task is: Regression. Given two drug SMILES strings and cell line genomic features, predict the synergy score measuring deviation from expected non-interaction effect. (1) Drug 1: CCC1(CC2CC(C3=C(CCN(C2)C1)C4=CC=CC=C4N3)(C5=C(C=C6C(=C5)C78CCN9C7C(C=CC9)(C(C(C8N6C)(C(=O)OC)O)OC(=O)C)CC)OC)C(=O)OC)O.OS(=O)(=O)O. Drug 2: C1=CC=C(C=C1)NC(=O)CCCCCCC(=O)NO. Cell line: KM12. Synergy scores: CSS=7.37, Synergy_ZIP=0.737, Synergy_Bliss=1.24, Synergy_Loewe=-1.74, Synergy_HSA=-0.393. (2) Drug 1: C1=NNC2=C1C(=O)NC=N2. Drug 2: C1CN(P(=O)(OC1)NCCCl)CCCl. Cell line: A549. Synergy scores: CSS=-2.89, Synergy_ZIP=0.969, Synergy_Bliss=-2.66, Synergy_Loewe=-1.30, Synergy_HSA=-5.72.